Dataset: Full USPTO retrosynthesis dataset with 1.9M reactions from patents (1976-2016). Task: Predict the reactants needed to synthesize the given product. (1) Given the product [C:1]([O:6][CH:7]([CH:13]1[CH2:18][CH2:17][CH2:16][CH2:15][C:14]1=[O:19])[C:8]([O:10][CH2:11][CH3:12])=[O:9])([CH3:4])([CH3:3])[CH3:2], predict the reactants needed to synthesize it. The reactants are: [C:1](Br)([CH3:4])([CH3:3])[CH3:2].[OH:6][CH:7]([CH:13]1[CH2:18][CH2:17][CH2:16][CH2:15][C:14]1=[O:19])[C:8]([O:10][CH2:11][CH3:12])=[O:9]. (2) Given the product [CH3:37][O:36][N:35]=[C:32]([C:4]1[CH:5]=[CH:6][C:7]([N:8]2[CH2:9][CH2:10][N:11]([C:14]([C:16]3[CH:21]=[C:20]([S:22]([CH3:25])(=[O:24])=[O:23])[CH:19]=[CH:18][C:17]=3[N:26]3[CH2:31][CH2:30][CH2:29][CH2:28][CH2:27]3)=[O:15])[CH2:12][CH2:13]2)=[C:2]([F:1])[CH:3]=1)[CH3:33], predict the reactants needed to synthesize it. The reactants are: [F:1][C:2]1[CH:3]=[C:4]([C:32](=O)[CH3:33])[CH:5]=[CH:6][C:7]=1[N:8]1[CH2:13][CH2:12][N:11]([C:14]([C:16]2[CH:21]=[C:20]([S:22]([CH3:25])(=[O:24])=[O:23])[CH:19]=[CH:18][C:17]=2[N:26]2[CH2:31][CH2:30][CH2:29][CH2:28][CH2:27]2)=[O:15])[CH2:10][CH2:9]1.[NH2:35][OH:36].[CH3:37]I.[OH-].[K+]. (3) Given the product [C:1]1([C:7]2[N:12]=[C:11]([C:13]3[CH:18]=[CH:17][CH:16]=[CH:15][CH:14]=3)[N:10]=[C:9]([N:19]3[C:31]4[CH:30]=[CH:29][C:28]([N:32]5[C:40]6=[CH:39][CH:38]=[C:37]7[C:36]([NH:47][C:42]8[C:41]7=[CH:46][CH:45]=[CH:44][CH:43]=8)=[C:35]6[CH:34]=[CH:33]5)=[CH:27][C:26]=4[C:25]4[C:20]3=[CH:21][CH:22]=[CH:23][CH:24]=4)[N:8]=2)[CH:6]=[CH:5][CH:4]=[CH:3][CH:2]=1, predict the reactants needed to synthesize it. The reactants are: [C:1]1([C:7]2[N:12]=[C:11]([C:13]3[CH:18]=[CH:17][CH:16]=[CH:15][CH:14]=3)[N:10]=[C:9]([N:19]3[C:31]4[CH:30]=[CH:29][C:28]([N:32]5[C:40]6[C:35](=[CH:36][C:37]([C:41]7[CH:46]=[CH:45][CH:44]=[CH:43][C:42]=7[N+:47]([O-])=O)=[CH:38][CH:39]=6)[CH:34]=[CH:33]5)=[CH:27][C:26]=4[C:25]4[C:20]3=[CH:21][CH:22]=[CH:23][CH:24]=4)[N:8]=2)[CH:6]=[CH:5][CH:4]=[CH:3][CH:2]=1.[N+](C1C=CC=CC=1C1C=C2C(=CC=1)N(C1C=CC=CC=1)C=C2)([O-])=O. (4) Given the product [C:43]([NH:42][C:38]1[CH:37]=[C:36]([NH:35][C:27]([C:26]2[CH:25]=[C:24]([NH:23][C:21]([N:17]3[CH2:16][C:15]4[CH:14]=[N:13][C:12]5[NH:8][N:9]=[CH:10][C:11]=5[C:20]=4[CH2:19][CH2:18]3)=[O:22])[CH:32]=[CH:31][CH:30]=2)=[O:28])[CH:41]=[CH:40][CH:39]=1)(=[O:45])[CH3:44], predict the reactants needed to synthesize it. The reactants are: COC1C=CC(C[N:8]2[C:12]3[N:13]=[CH:14][C:15]4[CH2:16][N:17]([C:21]([NH:23][C:24]5[CH:25]=[C:26]([CH:30]=[CH:31][CH:32]=5)[C:27](O)=[O:28])=[O:22])[CH2:18][CH2:19][C:20]=4[C:11]=3[CH:10]=[N:9]2)=CC=1.[NH2:35][C:36]1[CH:37]=[C:38]([NH:42][C:43](=[O:45])[CH3:44])[CH:39]=[CH:40][CH:41]=1. (5) Given the product [CH3:1][N:2]1[CH2:3][CH2:4][N:5]([C:8]2[C:13]([CH2:14][CH:15]3[CH2:19][CH2:18][NH:17][C:16]3=[O:20])=[CH:12][CH:11]=[CH:10][N:9]=2)[CH2:6][CH2:7]1, predict the reactants needed to synthesize it. The reactants are: [CH3:1][N:2]1[CH2:7][CH2:6][N:5]([C:8]2[C:13]([CH:14]=[C:15]3[CH2:19][CH2:18][NH:17][C:16]3=[O:20])=[CH:12][CH:11]=[CH:10][N:9]=2)[CH2:4][CH2:3]1.